From a dataset of Full USPTO retrosynthesis dataset with 1.9M reactions from patents (1976-2016). Predict the reactants needed to synthesize the given product. (1) Given the product [Cl:1][C:2]1[N:3]=[CH:4][NH:5][C:6]=1[C:7]([NH:9][CH2:10][C:11]1[CH:16]=[CH:15][C:14]([Cl:17])=[C:13]([O:18][C:19]2[CH:24]=[C:23]([CH3:25])[CH:22]=[C:21]([Cl:26])[CH:20]=2)[C:12]=1[F:27])=[O:8], predict the reactants needed to synthesize it. The reactants are: [Cl:1][C:2]1[N:3]=[CH:4][N:5](COCC[Si](C)(C)C)[C:6]=1[C:7]([NH:9][CH2:10][C:11]1[CH:16]=[CH:15][C:14]([Cl:17])=[C:13]([O:18][C:19]2[CH:24]=[C:23]([CH3:25])[CH:22]=[C:21]([Cl:26])[CH:20]=2)[C:12]=1[F:27])=[O:8].C(O)(C(F)(F)F)=O. (2) The reactants are: [F:8][CH:7]([F:9])[C:6](O[C:6](=[O:10])[CH:7]([F:9])[F:8])=[O:10].[NH:12]1[CH2:15][CH:14]([C:16]2[N:21]=[CH:20][C:19]([N:22]([CH3:33])[C:23]3[N:28]=[CH:27][C:26]4[N:29]=[CH:30][N:31]([CH3:32])[C:25]=4[CH:24]=3)=[C:18]([CH2:34][CH3:35])[CH:17]=2)[CH2:13]1. Given the product [CH2:34]([C:18]1[C:19]([N:22]([CH3:33])[C:23]2[N:28]=[CH:27][C:26]3[N:29]=[CH:30][N:31]([CH3:32])[C:25]=3[CH:24]=2)=[CH:20][N:21]=[C:16]([CH:14]2[CH2:15][N:12]([C:6](=[O:10])[CH:7]([F:8])[F:9])[CH2:13]2)[CH:17]=1)[CH3:35], predict the reactants needed to synthesize it. (3) Given the product [C:20]([NH:12][CH2:11][C:10]1[CH:13]=[C:14]([N+:17]([O-:19])=[O:18])[CH:15]=[CH:16][C:9]=1[NH2:8])(=[O:27])[C:21]1[CH:26]=[CH:25][CH:24]=[CH:23][CH:22]=1, predict the reactants needed to synthesize it. The reactants are: C(N(CC)CC)C.[NH2:8][C:9]1[CH:16]=[CH:15][C:14]([N+:17]([O-:19])=[O:18])=[CH:13][C:10]=1[C:11]#[N:12].[C:20](Cl)(=[O:27])[C:21]1[CH:26]=[CH:25][CH:24]=[CH:23][CH:22]=1. (4) Given the product [CH3:1][O:2][C:3](=[O:29])[CH:4]([C:12]1[N:16]2[CH:17]=[C:18]([CH3:21])[CH:19]=[CH:20][C:15]2=[N:14][C:13]=1[C:22]1[CH:27]=[CH:26][C:25]([CH3:28])=[CH:24][CH:23]=1)[CH2:5][CH2:6][CH:7]=[O:8], predict the reactants needed to synthesize it. The reactants are: [CH3:1][O:2][C:3](=[O:29])[CH:4]([C:12]1[N:16]2[CH:17]=[C:18]([CH3:21])[CH:19]=[CH:20][C:15]2=[N:14][C:13]=1[C:22]1[CH:27]=[CH:26][C:25]([CH3:28])=[CH:24][CH:23]=1)[CH2:5][CH2:6][CH:7]1OCC[O:8]1.Cl. (5) Given the product [CH:1]1([C:6]2[CH:11]=[C:10]([F:12])[CH:9]=[CH:8][C:7]=2[S:13]([NH:16][C:17]2[CH:21]=[CH:20][S:19][C:18]=2[C:22]([OH:24])=[O:23])(=[O:14])=[O:15])[CH2:2][CH2:3][CH2:4][CH2:5]1, predict the reactants needed to synthesize it. The reactants are: [CH:1]1([C:6]2[CH:11]=[C:10]([F:12])[CH:9]=[CH:8][C:7]=2[S:13]([NH:16][C:17]2[CH:21]=[CH:20][S:19][C:18]=2[C:22]([O:24]C)=[O:23])(=[O:15])=[O:14])[CH2:5][CH2:4][CH2:3][CH2:2]1.[OH-].[Na+]. (6) Given the product [OH:59][CH2:58][C:57]([NH:56][C:22]([C:19]1[N:20]=[N:21][C:16]([O:15][CH2:14][C:9]2[N:10]([CH3:13])[N:11]=[N:12][C:8]=2[C:5]2[CH:4]=[CH:3][C:2]([F:1])=[CH:7][N:6]=2)=[CH:17][CH:18]=1)=[O:24])([CH3:61])[CH3:60], predict the reactants needed to synthesize it. The reactants are: [F:1][C:2]1[CH:3]=[CH:4][C:5]([C:8]2[N:12]=[N:11][N:10]([CH3:13])[C:9]=2[CH2:14][O:15][C:16]2[N:21]=[N:20][C:19]([C:22]([OH:24])=O)=[CH:18][CH:17]=2)=[N:6][CH:7]=1.CN(C(ON1N=NC2C=CC=CC1=2)=[N+](C)C)C.[B-](F)(F)(F)F.CCN(C(C)C)C(C)C.[NH2:56][C:57]([CH3:61])([CH3:60])[CH2:58][OH:59]. (7) Given the product [NH2:3][C:4]1[N:5]=[C:6]([CH3:29])[C:7]2[CH:13]=[C:12]([C:14]([OH:16])=[O:15])[C:11](=[O:21])[N:10]([C@H:22]3[CH2:27][CH2:26][C@H:25]([OH:28])[CH2:24][CH2:23]3)[C:8]=2[N:9]=1, predict the reactants needed to synthesize it. The reactants are: [Li+].[OH-].[NH2:3][C:4]1[N:5]=[C:6]([CH3:29])[C:7]2[CH:13]=[C:12]([C:14]([O:16]CCCC)=[O:15])[C:11](=[O:21])[N:10]([C@H:22]3[CH2:27][CH2:26][C@H:25]([OH:28])[CH2:24][CH2:23]3)[C:8]=2[N:9]=1.Cl. (8) The reactants are: [N:1]1[C:10]2[C:5](=[CH:6][CH:7]=[C:8]([C:11]([NH2:13])=O)[CH:9]=2)[CH:4]=[CH:3][CH:2]=1.P(Cl)(Cl)(Cl)=O.N. Given the product [N:1]1[C:10]2[C:5](=[CH:6][CH:7]=[C:8]([C:11]#[N:13])[CH:9]=2)[CH:4]=[CH:3][CH:2]=1, predict the reactants needed to synthesize it. (9) Given the product [Br:1][C:2]1[N:3]([CH:31]([CH2:33][CH3:34])[CH3:32])[C:4]2[C:9]([N:10]=1)=[C:8]([C:11]1[CH:12]=[C:13]([OH:17])[CH:14]=[CH:15][CH:16]=1)[N:7]=[C:6]([N:25]1[CH2:26][CH2:27][O:28][CH2:29][CH2:30]1)[N:5]=2, predict the reactants needed to synthesize it. The reactants are: [Br:1][C:2]1[N:3]([CH:31]([CH2:33][CH3:34])[CH3:32])[C:4]2[C:9]([N:10]=1)=[C:8]([C:11]1[CH:16]=[CH:15][CH:14]=[C:13]([O:17][Si](C(C)(C)C)(C)C)[CH:12]=1)[N:7]=[C:6]([N:25]1[CH2:30][CH2:29][O:28][CH2:27][CH2:26]1)[N:5]=2.CCCC[N+](CCCC)(CCCC)CCCC.[F-].CCOC(C)=O.